From a dataset of CYP1A2 inhibition data for predicting drug metabolism from PubChem BioAssay. Regression/Classification. Given a drug SMILES string, predict its absorption, distribution, metabolism, or excretion properties. Task type varies by dataset: regression for continuous measurements (e.g., permeability, clearance, half-life) or binary classification for categorical outcomes (e.g., BBB penetration, CYP inhibition). Dataset: cyp1a2_veith. (1) The drug is CCN1C[C@]2(COC)[C@@H](O)C[C@@H](OC)[C@]34[C@H]5C[C@]6(O)[C@@H](OC)[C@@H](O)[C@](OC(C)=O)([C@H]5[C@@H]6OC(=O)c5ccccc5)[C@@H]([C@H](OC)[C@H]23)[C@@H]14. The result is 0 (non-inhibitor). (2) The molecule is Cc1ccc(/C=N/n2nnnc2N)cc1[N+](=O)[O-]. The result is 1 (inhibitor). (3) The compound is COc1ccc2[nH]cc(CCN)c2c1. The result is 1 (inhibitor). (4) The compound is CCCS(=O)(=O)N1CCCC(C(=O)N2CCN(C(=O)OCC)CC2)C1. The result is 1 (inhibitor). (5) The drug is COc1ccc(-n2nc([N+](=O)[O-])c(=NCCc3ccc(Cl)cc3)n2O)cc1. The result is 1 (inhibitor).